From a dataset of Reaction yield outcomes from USPTO patents with 853,638 reactions. Predict the reaction yield, written as a fraction of the theoretical maximum amount of product (1.0 means a 100% yield; for example, 0.34 means a 34% yield). (1) The catalyst is O1CCOCC1.O.C1C=CC(P(C2C=CC=CC=2)[C-]2C=CC=C2)=CC=1.C1C=CC(P(C2C=CC=CC=2)[C-]2C=CC=C2)=CC=1.Cl[Pd]Cl.[Fe+2].C(Cl)Cl. The product is [CH3:8][O:7][C:6]1[N:5]([C:9]2[CH:24]=[CH:23][C:12]([C:13]([NH:15][CH2:16][CH:17]3[CH2:22][CH2:21][O:20][CH2:19][CH2:18]3)=[O:14])=[CH:11][N:10]=2)[N:4]=[CH:3][C:2]=1[C:30]1[CH:29]=[CH:28][N:27]=[C:26]([CH3:25])[CH:31]=1. The reactants are Br[C:2]1[CH:3]=[N:4][N:5]([C:9]2[CH:24]=[CH:23][C:12]([C:13]([NH:15][CH2:16][CH:17]3[CH2:22][CH2:21][O:20][CH2:19][CH2:18]3)=[O:14])=[CH:11][N:10]=2)[C:6]=1[O:7][CH3:8].[CH3:25][C:26]1[CH:31]=[C:30](B(O)O)[CH:29]=[CH:28][N:27]=1.C(=O)(O)[O-].[Na+]. The yield is 1.00. (2) The reactants are FC(F)(F)S(O[C:7]1[CH:12]=[CH:11][C:10]([N:13]2[CH:18]=[C:17]([O:19][CH3:20])[C:16](=[O:21])[C:15]([C:22]3[N:26]([C:27]4[CH:32]=[CH:31][CH:30]=[CH:29][CH:28]=4)[N:25]=[CH:24][CH:23]=3)=[N:14]2)=[C:9]([F:33])[CH:8]=1)(=O)=O.[O:36]1[CH2:41][CH:40]=[C:39](B2OC(C)(C)C(C)(C)O2)[CH2:38][CH2:37]1.C([O-])([O-])=O.[Na+].[Na+].COCCOC. The product is [O:36]1[CH2:37][CH:38]=[C:39]([C:7]2[CH:12]=[CH:11][C:10]([N:13]3[CH:18]=[C:17]([O:19][CH3:20])[C:16](=[O:21])[C:15]([C:22]4[N:26]([C:27]5[CH:32]=[CH:31][CH:30]=[CH:29][CH:28]=5)[N:25]=[CH:24][CH:23]=4)=[N:14]3)=[C:9]([F:33])[CH:8]=2)[CH2:40][CH2:41]1. The yield is 0.910. The catalyst is C1C=CC([P]([Pd]([P](C2C=CC=CC=2)(C2C=CC=CC=2)C2C=CC=CC=2)([P](C2C=CC=CC=2)(C2C=CC=CC=2)C2C=CC=CC=2)[P](C2C=CC=CC=2)(C2C=CC=CC=2)C2C=CC=CC=2)(C2C=CC=CC=2)C2C=CC=CC=2)=CC=1.O.